This data is from Acute oral toxicity (LD50) regression data from Zhu et al.. The task is: Regression/Classification. Given a drug SMILES string, predict its toxicity properties. Task type varies by dataset: regression for continuous values (e.g., LD50, hERG inhibition percentage) or binary classification for toxic/non-toxic outcomes (e.g., AMES mutagenicity, cardiotoxicity, hepatotoxicity). Dataset: ld50_zhu. (1) The drug is O=c1oc2ccccc2c(O)c1C1CCCc2ccccc21. The rat oral LD50 is 4.07, given as -log10 of the dose in mol/kg body weight (higher means more acutely toxic). (2) The drug is CCC(C)(C)OC. The rat oral LD50 is 1.80, given as -log10 of the dose in mol/kg body weight (higher means more acutely toxic). (3) The molecule is O=C(Nc1ccccn1)NC1CCCCC1. The rat oral LD50 is 2.04, given as -log10 of the dose in mol/kg body weight (higher means more acutely toxic). (4) The compound is CC(C)Nc1nc(NC(C)C)nc(N(C)C#N)n1. The rat oral LD50 is 2.17, given as -log10 of the dose in mol/kg body weight (higher means more acutely toxic). (5) The compound is [O-][n+]1c2ccccc2[n+]([O-])c2c3ccccc3ccc21. The rat oral LD50 is 1.75, given as -log10 of the dose in mol/kg body weight (higher means more acutely toxic). (6) The drug is C#CCN1CCC2=C(C1)c1c(O)cc(C(C)C(C)CCCCC)cc1OC2(C)C. The rat oral LD50 is 2.64, given as -log10 of the dose in mol/kg body weight (higher means more acutely toxic).